Dataset: Forward reaction prediction with 1.9M reactions from USPTO patents (1976-2016). Task: Predict the product of the given reaction. (1) Given the reactants [NH2:1][C:2]1[C:3]2[CH2:10][CH2:9][N:8]([CH2:11][C:12]([N:14]([CH3:16])[CH3:15])=[O:13])[C:4]=2[N:5]=[CH:6][N:7]=1.[H-].[Na+].Cl[C:20]1[S:21][C:22]([C:25]#[N:26])=[CH:23][N:24]=1.Cl, predict the reaction product. The product is: [C:25]([C:22]1[S:21][C:20]([NH:1][C:2]2[C:3]3[CH2:10][CH2:9][N:8]([CH2:11][C:12]([N:14]([CH3:16])[CH3:15])=[O:13])[C:4]=3[N:5]=[CH:6][N:7]=2)=[N:24][CH:23]=1)#[N:26]. (2) Given the reactants [CH2:1]([O:3][C:4]1[CH:5]=[C:6]([N:13]2[CH2:18][CH2:17][N:16]([CH:19]([CH3:21])[CH3:20])[CH2:15][CH2:14]2)[CH:7]=[CH:8][C:9]=1[N+:10]([O-])=O)[CH3:2].[BH4-].[Na+], predict the reaction product. The product is: [CH2:1]([O:3][C:4]1[CH:5]=[C:6]([N:13]2[CH2:14][CH2:15][N:16]([CH:19]([CH3:21])[CH3:20])[CH2:17][CH2:18]2)[CH:7]=[CH:8][C:9]=1[NH2:10])[CH3:2]. (3) Given the reactants [C:1]([O:5][C:6](=[O:12])[NH:7][CH2:8][CH2:9][CH2:10][NH2:11])([CH3:4])([CH3:3])[CH3:2].[CH3:13][O:14][C:15]([C:17]1[CH:18]=[CH:19][N:20]2[C:25]=1[C:24](=[O:26])[N:23]([CH2:27][C:28]1[CH:33]=[CH:32][CH:31]=[CH:30][CH:29]=1)[C:22]([CH:34](OS(C)(=O)=O)[CH2:35][CH3:36])=[N:21]2)=[O:16].C(N(CC)CC)C, predict the reaction product. The product is: [CH3:13][O:14][C:15]([C:17]1[CH:18]=[CH:19][N:20]2[C:25]=1[C:24](=[O:26])[N:23]([CH2:27][C:28]1[CH:33]=[CH:32][CH:31]=[CH:30][CH:29]=1)[C:22]([CH:34]([NH:11][CH2:10][CH2:9][CH2:8][NH:7][C:6]([O:5][C:1]([CH3:4])([CH3:2])[CH3:3])=[O:12])[CH2:35][CH3:36])=[N:21]2)=[O:16]. (4) Given the reactants [CH2:1]([N:8]1[C:13]2[N:14]=[C:15]([N:19]3[CH2:23][CH2:22][CH2:21][CH2:20]3)[C:16]([F:18])=[CH:17][C:12]=2[C:11](=[O:24])[N:10]([O:25]CC2C=CC=CC=2)[C:9]1=[O:33])[C:2]1[CH:7]=[CH:6][CH:5]=[CH:4][CH:3]=1, predict the reaction product. The product is: [CH2:1]([N:8]1[C:13]2[N:14]=[C:15]([N:19]3[CH2:23][CH2:22][CH2:21][CH2:20]3)[C:16]([F:18])=[CH:17][C:12]=2[C:11](=[O:24])[N:10]([OH:25])[C:9]1=[O:33])[C:2]1[CH:7]=[CH:6][CH:5]=[CH:4][CH:3]=1. (5) Given the reactants [Si:1]([O:8][CH2:9][C@@H:10]([NH:16]C(=O)OC(C)(C)C)[C:11]([CH:13]1[CH2:15][CH2:14]1)=[CH2:12])([C:4]([CH3:7])([CH3:6])[CH3:5])([CH3:3])[CH3:2], predict the reaction product. The product is: [Si:1]([O:8][CH2:9][C@@H:10]([NH2:16])[C:11]([CH:13]1[CH2:15][CH2:14]1)=[CH2:12])([C:4]([CH3:7])([CH3:6])[CH3:5])([CH3:3])[CH3:2]. (6) Given the reactants [F:1][C:2]([F:13])([F:12])[C:3]([C:5]1[CH:10]=[CH:9][C:8]([OH:11])=[CH:7][CH:6]=1)=[O:4].[BH4-].[Na+], predict the reaction product. The product is: [F:1][C:2]([F:12])([F:13])[CH:3]([C:5]1[CH:10]=[CH:9][C:8]([OH:11])=[CH:7][CH:6]=1)[OH:4]. (7) Given the reactants [CH3:1][O:2][C:3]1[CH:4]=[C:5]([CH:8]=[C:9]([O:11][CH3:12])[CH:10]=1)[CH:6]=O.[C:13]1(P(C2C=CC=CC=2)C2C=CC=CC=2)[CH:18]=CC=C[CH:14]=1.C1(C)C=CC=CC=1.C([O-])(=[O:41])C, predict the reaction product. The product is: [CH3:1][O:2][C:3]1[CH:4]=[C:5]([CH:6]=[CH:14][C:13](=[O:41])[CH3:18])[CH:8]=[C:9]([O:11][CH3:12])[CH:10]=1.